Dataset: Catalyst prediction with 721,799 reactions and 888 catalyst types from USPTO. Task: Predict which catalyst facilitates the given reaction. (1) Reactant: [Cl:1][C:2]1[C:3]([CH2:12][OH:13])=[N:4][CH:5]=[C:6]([O:8][CH:9]([F:11])[F:10])[CH:7]=1. Product: [Cl:1][C:2]1[C:3]([CH:12]=[O:13])=[N:4][CH:5]=[C:6]([O:8][CH:9]([F:11])[F:10])[CH:7]=1. The catalyst class is: 2. (2) Reactant: [F:1][C:2]1[CH:3]=[C:4]([N+:10]([O-:12])=[O:11])[C:5]([CH:8]=[O:9])=[N:6][CH:7]=1.C1(C)C=CC(S(O)(=O)=O)=CC=1.[CH2:24](O)[CH2:25][OH:26].O. Product: [O:9]1[CH2:24][CH2:25][O:26][CH:8]1[C:5]1[C:4]([N+:10]([O-:12])=[O:11])=[CH:3][C:2]([F:1])=[CH:7][N:6]=1. The catalyst class is: 11. (3) Reactant: [NH2:1][C:2]1[CH:3]=[N:4][CH:5]=[CH:6][C:7]=1[NH2:8].[CH2:9]([N:16]1[CH2:21][CH2:20][C:19](=O)[CH2:18][CH2:17]1)[C:10]1[CH:15]=[CH:14][CH:13]=[CH:12][CH:11]=1.C(O)(=O)C. Product: [NH2:8][C:7]1[CH:6]=[CH:5][N:4]=[CH:3][C:2]=1[NH:1][CH:19]1[CH2:18][CH2:17][N:16]([CH2:9][C:10]2[CH:15]=[CH:14][CH:13]=[CH:12][CH:11]=2)[CH2:21][CH2:20]1. The catalyst class is: 68. (4) Reactant: Cl[CH2:2][C:3]([NH:5][C:6]1[CH:7]=[C:8]2[C:12](=[CH:13][CH:14]=1)[NH:11][C:10](=[O:15])[CH2:9]2)=[O:4].[I-].[K+].C(N(CC)CC)C.[CH2:25]([CH:32]1[CH2:37][CH2:36][NH:35][CH2:34][CH2:33]1)[C:26]1[CH:31]=[CH:30][CH:29]=[CH:28][CH:27]=1. Product: [CH2:25]([CH:32]1[CH2:37][CH2:36][N:35]([CH2:2][C:3]([NH:5][C:6]2[CH:7]=[C:8]3[C:12](=[CH:13][CH:14]=2)[NH:11][C:10](=[O:15])[CH2:9]3)=[O:4])[CH2:34][CH2:33]1)[C:26]1[CH:31]=[CH:30][CH:29]=[CH:28][CH:27]=1. The catalyst class is: 10. (5) Reactant: C(OC([N:8]1[C@@H:12]([CH2:13][N:14]2[CH2:19][CH2:18][CH:17]([C:20](=[O:28])[C:21]3[CH:26]=[CH:25][C:24]([Cl:27])=[CH:23][CH:22]=3)[CH2:16][CH2:15]2)[CH2:11][O:10]C1(C)C)=O)(C)(C)C.Cl. Product: [ClH:27].[NH2:8][C@H:12]([CH2:11][OH:10])[CH2:13][N:14]1[CH2:15][CH2:16][CH:17]([C:20]([C:21]2[CH:22]=[CH:23][C:24]([Cl:27])=[CH:25][CH:26]=2)=[O:28])[CH2:18][CH2:19]1. The catalyst class is: 8.